From a dataset of Full USPTO retrosynthesis dataset with 1.9M reactions from patents (1976-2016). Predict the reactants needed to synthesize the given product. (1) The reactants are: [CH3:1][C:2]1[CH:3]=[C:4](B(O)O)[S:5][CH:6]=1.[N:10]1([CH2:15][CH:16]2[CH2:20][CH2:19][CH2:18][N:17]2[C:21]([C:23]2[CH:28]=[CH:27][C:26](Br)=[CH:25][CH:24]=2)=[O:22])[CH2:14][CH2:13][CH2:12][CH2:11]1. Given the product [CH3:1][C:2]1[CH:3]=[C:4]([C:26]2[CH:27]=[CH:28][C:23]([C:21]([N:17]3[CH2:18][CH2:19][CH2:20][C@H:16]3[CH2:15][N:10]3[CH2:11][CH2:12][CH2:13][CH2:14]3)=[O:22])=[CH:24][CH:25]=2)[S:5][CH:6]=1, predict the reactants needed to synthesize it. (2) The reactants are: [C:1]([C:3]1[CH:4]=[C:5]([CH:26]=[CH:27][CH:28]=1)[CH2:6][O:7][C:8]1[CH:9]=[C:10]([CH:14]=[C:15]([O:17][C:18]2[CH:23]=[CH:22][C:21]([C:24]#[N:25])=[CH:20][CH:19]=2)[CH:16]=1)[C:11](O)=[O:12])#[N:2].[C:29]([O:33][C:34](=[O:43])[NH:35][CH:36]1[CH2:41][CH2:40][CH:39]([NH2:42])[CH2:38][CH2:37]1)([CH3:32])([CH3:31])[CH3:30]. Given the product [C:29]([O:33][C:34](=[O:43])[NH:35][CH:36]1[CH2:37][CH2:38][CH:39]([NH:42][C:11](=[O:12])[C:10]2[CH:14]=[C:15]([O:17][C:18]3[CH:23]=[CH:22][C:21]([C:24]#[N:25])=[CH:20][CH:19]=3)[CH:16]=[C:8]([O:7][CH2:6][C:5]3[CH:26]=[CH:27][CH:28]=[C:3]([C:1]#[N:2])[CH:4]=3)[CH:9]=2)[CH2:40][CH2:41]1)([CH3:32])([CH3:30])[CH3:31], predict the reactants needed to synthesize it. (3) The reactants are: [CH2:1]([N:8]1[CH2:13][CH2:12][N:11]([CH2:14][C:15]2[CH:20]=[CH:19][CH:18]=[CH:17][CH:16]=2)[CH2:10][C@@H:9]1[CH:21]=[CH2:22])[C:2]1[CH:7]=[CH:6][CH:5]=[CH:4][CH:3]=1.C12BC(CCC1)CCC2.[F:32][C:33]1[CH:38]=[CH:37][CH:36]=[C:35](I)[CH:34]=1.C1(P(C2C=CC=CC=2)C2C=CC=CC=2)C=CC=CC=1.[OH-].[Na+].C(CN)O. Given the product [CH2:1]([N:8]1[CH2:13][CH2:12][N:11]([CH2:14][C:15]2[CH:20]=[CH:19][CH:18]=[CH:17][CH:16]=2)[CH2:10][C@@H:9]1[CH2:21][CH2:22][C:35]1[CH:36]=[CH:37][CH:38]=[C:33]([F:32])[CH:34]=1)[C:2]1[CH:3]=[CH:4][CH:5]=[CH:6][CH:7]=1, predict the reactants needed to synthesize it.